This data is from Catalyst prediction with 721,799 reactions and 888 catalyst types from USPTO. The task is: Predict which catalyst facilitates the given reaction. (1) Reactant: [CH2:1]([O:8][C:9]1[N:10]=[C:11]2[C:16](=[CH:17][CH:18]=1)[N:15]=[CH:14][C:13]([C:19]([NH2:21])=O)=[C:12]2[CH3:22])[C:2]1[CH:7]=[CH:6][CH:5]=[CH:4][CH:3]=1.C(N(CC)CC)C.FC(F)(F)C(OC(=O)C(F)(F)F)=O. Product: [CH2:1]([O:8][C:9]1[N:10]=[C:11]2[C:16](=[CH:17][CH:18]=1)[N:15]=[CH:14][C:13]([C:19]#[N:21])=[C:12]2[CH3:22])[C:2]1[CH:7]=[CH:6][CH:5]=[CH:4][CH:3]=1. The catalyst class is: 4. (2) Reactant: [O:1]1[CH:5]=[CH:4][CH:3]=[C:2]1[C:6]1[N:7]=[C:8]([NH:17][C:18]([C:20]2[CH:25]=[CH:24][NH:23][C:22](=[O:26])[CH:21]=2)=[O:19])[S:9][C:10]=1[C:11]1[CH:16]=[CH:15][N:14]=[CH:13][CH:12]=1.[H-].[Na+].[CH2:29](Br)[C:30]1[CH:35]=[CH:34][CH:33]=[CH:32][CH:31]=1.Cl. Product: [CH2:29]([N:23]1[CH:24]=[CH:25][C:20]([C:18]([NH:17][C:8]2[S:9][C:10]([C:11]3[CH:12]=[CH:13][N:14]=[CH:15][CH:16]=3)=[C:6]([C:2]3[O:1][CH:5]=[CH:4][CH:3]=3)[N:7]=2)=[O:19])=[CH:21][C:22]1=[O:26])[C:30]1[CH:35]=[CH:34][CH:33]=[CH:32][CH:31]=1. The catalyst class is: 18. (3) Reactant: [NH2:1][C:2]1[CH:3]=[CH:4][N:5]([CH3:27])[C:6]2[C:7]=1[CH:8]=[CH:9][C:10]1[N:19]([C:20]3[CH:25]=[CH:24][C:23]([F:26])=[CH:22][CH:21]=3)[CH2:18][CH:17]=[C:12]3[NH:13][C:14](=[O:16])[C:15]=2[C:11]=13.C(N(CC)C(C)C)(C)C.CN(C(ON1N=NC2C=CC=NC1=2)=[N+](C)C)C.F[P-](F)(F)(F)(F)F.[CH3:61][N:62]1[CH:66]=[C:65]([CH2:67][C:68](O)=[O:69])[CH:64]=[N:63]1. Product: [F:26][C:23]1[CH:22]=[CH:21][C:20]([N:19]2[C:10]3=[C:11]4[C:15](=[C:6]5[N:5]([CH3:27])[CH:4]=[CH:3][C:2]([NH:1][C:68](=[O:69])[CH2:67][C:65]6[CH:64]=[N:63][N:62]([CH3:61])[CH:66]=6)=[C:7]5[CH:8]=[CH:9]3)[C:14](=[O:16])[NH:13][C:12]4=[CH:17][CH2:18]2)=[CH:25][CH:24]=1. The catalyst class is: 80. (4) Reactant: COCCOC1C=CN2C(C3C=CC4C(=C(N)C=CC=4)N=3)=CN=C2C=1.[F:26][C@H:27]1[C@@H:32]([NH:33][C:34]2[CH:35]=[CH:36][CH:37]=[C:38]3[C:43]=2[N:42]=[C:41]([C:44]2[N:48]4[CH:49]=[CH:50][C:51]([O:53][CH2:54][CH2:55][O:56][CH3:57])=[CH:52][C:47]4=[N:46][CH:45]=2)[CH:40]=[CH:39]3)[CH2:31][CH2:30][N:29](C(OC(C)(C)C)=O)[CH2:28]1.Cl.O1CCOCC1. The catalyst class is: 5. Product: [F:26][C@H:27]1[C@@H:32]([NH:33][C:34]2[CH:35]=[CH:36][CH:37]=[C:38]3[C:43]=2[N:42]=[C:41]([C:44]2[N:48]4[CH:49]=[CH:50][C:51]([O:53][CH2:54][CH2:55][O:56][CH3:57])=[CH:52][C:47]4=[N:46][CH:45]=2)[CH:40]=[CH:39]3)[CH2:31][CH2:30][NH:29][CH2:28]1. (5) Reactant: [CH2:1]([C:5]1[O:6][C:7]2[CH:15]=[CH:14][CH:13]=[CH:12][C:8]=2[C:9]=1[CH:10]=O)[CH2:2][CH2:3][CH3:4].Cl.[NH2:17][OH:18].[OH-].[Na+].Cl. Product: [CH2:1]([C:5]1[O:6][C:7]2[CH:15]=[CH:14][CH:13]=[CH:12][C:8]=2[C:9]=1[CH:10]=[N:17][OH:18])[CH2:2][CH2:3][CH3:4]. The catalyst class is: 97. (6) Reactant: [F:1][C:2]1[CH:3]=[CH:4][C:5]([O:10][C:11]2[CH:12]=[C:13]3[C:17](=[CH:18][CH:19]=2)[NH:16][N:15]=[CH:14]3)=[C:6]([CH:9]=1)[C:7]#[N:8].[H-].[Na+].[CH3:22][C:23]1([CH3:26])[CH2:25][O:24]1. Product: [F:1][C:2]1[CH:3]=[CH:4][C:5]([O:10][C:11]2[CH:12]=[C:13]3[C:17](=[CH:18][CH:19]=2)[N:16]([CH2:22][C:23]([OH:24])([CH3:26])[CH3:25])[N:15]=[CH:14]3)=[C:6]([CH:9]=1)[C:7]#[N:8]. The catalyst class is: 215. (7) Reactant: [Br:1][C:2]1[CH:7]=[CH:6][C:5]([CH2:8][C:9]#N)=[C:4]([CH3:11])[CH:3]=1.[CH3:12]C(C)([O-])C.[K+].IC.CC(O)=O.C[N:25]([CH:27]=O)C. Product: [Br:1][C:2]1[CH:7]=[CH:6][C:5]([C:8]([CH3:12])([CH3:9])[C:27]#[N:25])=[C:4]([CH3:11])[CH:3]=1. The catalyst class is: 6. (8) Reactant: [CH3:1][C@@:2]12[C@@H:10]([OH:11])[CH2:9][CH2:8][C@H:7]1[C@@H:6]1[CH2:12][CH2:13][C:14]3[C@@H:20]([C@H:5]1[CH2:4][CH2:3]2)[CH2:19][CH2:18][C:16](=[O:17])[CH:15]=3. Product: [CH3:1][C@:2]12[CH2:3][CH2:4][C@H:5]3[C@@H:6]([CH2:12][CH2:13][C:14]4[C@@H:20]3[CH2:19][CH2:18][C:16](=[O:17])[CH:15]=4)[C@@H:7]1[CH2:8][CH2:9][C:10]2=[O:11]. The catalyst class is: 15. (9) Reactant: [CH3:1][S:2]([C:5]1[CH:10]=[CH:9][C:8]([N+:11]([O-])=O)=[CH:7][CH:6]=1)(=[O:4])=[O:3]. Product: [CH3:1][S:2]([C:5]1[CH:10]=[CH:9][C:8]([NH2:11])=[CH:7][CH:6]=1)(=[O:3])=[O:4]. The catalyst class is: 19. (10) Reactant: [Cl:1][C:2]1[CH:3]=[C:4]2[C:10]([NH2:11])=[CH:9][NH:8][C:5]2=[N:6][CH:7]=1.CCN(CC)CC.[F:19][C:20]1[CH:34]=[CH:33][C:23]([CH2:24][N:25]2[CH:29]=[C:28]([C:30](O)=[O:31])[CH:27]=[N:26]2)=[CH:22][CH:21]=1.CN(C(ON1N=NC2C=CC=NC1=2)=[N+](C)C)C.F[P-](F)(F)(F)(F)F. Product: [Cl:1][C:2]1[CH:3]=[C:4]2[C:10]([NH:11][C:30]([C:28]3[CH:27]=[N:26][N:25]([CH2:24][C:23]4[CH:33]=[CH:34][C:20]([F:19])=[CH:21][CH:22]=4)[CH:29]=3)=[O:31])=[CH:9][NH:8][C:5]2=[N:6][CH:7]=1. The catalyst class is: 18.